From a dataset of Reaction yield outcomes from USPTO patents with 853,638 reactions. Predict the reaction yield, written as a fraction of the theoretical maximum amount of product (1.0 means a 100% yield; for example, 0.34 means a 34% yield). (1) The reactants are [CH3:1][O:2][CH2:3][CH2:4][N:5]1[C:13]2[C:8](=[CH:9][CH:10]=[CH:11][C:12]=2[O:14][C:15]([F:18])([F:17])[F:16])[C:7]([C:19](O)=[O:20])=[CH:6]1.CCN(C(C)C)C(C)C.[CH3:31][O:32][C:33](=[O:57])[CH2:34][O:35][C:36]1[CH:41]=[CH:40][C:39]([CH2:42][NH:43][C:44]([O:46][C:47]([CH3:50])([CH3:49])[CH3:48])=[O:45])=[CH:38][C:37]=1[CH:51]1[CH2:56][CH2:55][NH:54][CH2:53][CH2:52]1.CCN=C=NCCCN(C)C. The catalyst is C(Cl)Cl. The product is [CH3:31][O:32][C:33](=[O:57])[CH2:34][O:35][C:36]1[CH:41]=[CH:40][C:39]([CH2:42][NH:43][C:44]([O:46][C:47]([CH3:50])([CH3:48])[CH3:49])=[O:45])=[CH:38][C:37]=1[CH:51]1[CH2:52][CH2:53][N:54]([C:19]([C:7]2[C:8]3[C:13](=[C:12]([O:14][C:15]([F:18])([F:16])[F:17])[CH:11]=[CH:10][CH:9]=3)[N:5]([CH2:4][CH2:3][O:2][CH3:1])[CH:6]=2)=[O:20])[CH2:55][CH2:56]1. The yield is 0.540. (2) The reactants are [CH3:1][O:2][C:3]1[CH:8]=[CH:7][C:6]([C:9]2[S:17][C:12]3=[CH:13][N:14]=[CH:15][CH:16]=[C:11]3[C:10]=2[NH2:18])=[CH:5][CH:4]=1.[Si:19]([O:26][N:27]=[C:28]1[C:36]2[C:31](=[CH:32][C:33](Br)=[CH:34][CH:35]=2)[CH2:30][CH2:29]1)([C:22]([CH3:25])([CH3:24])[CH3:23])([CH3:21])[CH3:20].C([O-])([O-])=O.[Cs+].[Cs+]. The catalyst is C1(C)C=CC=CC=1.O.C1C=CC(/C=C/C(/C=C/C2C=CC=CC=2)=O)=CC=1.C1C=CC(/C=C/C(/C=C/C2C=CC=CC=2)=O)=CC=1.C1C=CC(/C=C/C(/C=C/C2C=CC=CC=2)=O)=CC=1.[Pd].[Pd].CC(C1C=C(C(C)C)C(C2C=CC=CC=2P(C2CCCCC2)C2CCCCC2)=C(C(C)C)C=1)C. The product is [Si:19]([O:26][N:27]=[C:28]1[C:36]2[C:31](=[CH:32][C:33]([NH:18][C:10]3[C:11]4[C:12](=[CH:13][N:14]=[CH:15][CH:16]=4)[S:17][C:9]=3[C:6]3[CH:5]=[CH:4][C:3]([O:2][CH3:1])=[CH:8][CH:7]=3)=[CH:34][CH:35]=2)[CH2:30][CH2:29]1)([C:22]([CH3:25])([CH3:24])[CH3:23])([CH3:21])[CH3:20]. The yield is 0.460. (3) The reactants are [C:1]1([C:22]2[CH:27]=[CH:26][CH:25]=[CH:24][CH:23]=2)[CH:6]=[CH:5][C:4]([C:7]2[N:8]=[C:9]([CH2:12][CH2:13][NH:14]C(=O)OC(C)(C)C)[NH:10][CH:11]=2)=[CH:3][CH:2]=1.C(OCC)(=O)C. The catalyst is Cl. The product is [C:1]1([C:22]2[CH:23]=[CH:24][CH:25]=[CH:26][CH:27]=2)[CH:6]=[CH:5][C:4]([C:7]2[N:8]=[C:9]([CH2:12][CH2:13][NH2:14])[NH:10][CH:11]=2)=[CH:3][CH:2]=1. The yield is 0.890. (4) The reactants are [CH2:1]([O:3][C:4](=[O:16])/[CH:5]=[CH:6]/[C:7]1[CH:12]=[CH:11][C:10]([O:13][CH3:14])=[CH:9][C:8]=1[F:15])[CH3:2].[N+](=[CH2:19])=[N-]. The catalyst is C1COCC1.C([O-])(=O)C.[Pd+2].C([O-])(=O)C. The product is [CH2:1]([O:3][C:4]([CH:5]1[CH2:19][CH:6]1[C:7]1[CH:12]=[CH:11][C:10]([O:13][CH3:14])=[CH:9][C:8]=1[F:15])=[O:16])[CH3:2]. The yield is 0.510. (5) The catalyst is C(Cl)(Cl)Cl. The product is [Cl:11][C:8]1[N:6]2[CH:7]=[C:2]([F:1])[CH:3]=[CH:4][C:5]2=[N:10][N:9]=1. The yield is 0.760. The reactants are [F:1][C:2]1[CH:3]=[CH:4][C:5]2[N:6]([CH:8]=[N:9][N:10]=2)[CH:7]=1.[Cl:11]N1C(=O)CCC1=O. (6) The reactants are [CH2:1]([O:3][C:4](=[O:30])[C:5]([O:23][C:24]1[CH:29]=[CH:28][CH:27]=[CH:26][CH:25]=1)([CH3:22])[CH:6]([C:8]1[CH:13]=[CH:12][C:11]([O:14][CH2:15][C:16]2[CH:21]=[CH:20][CH:19]=[CH:18][CH:17]=2)=[CH:10][CH:9]=1)O)[CH3:2].B(F)(F)F.CCOCC.C([SiH](CC)CC)C.C([O-])([O-])=O.[Na+].[Na+]. The catalyst is C(Cl)Cl. The product is [CH2:1]([O:3][C:4](=[O:30])[C:5]([O:23][C:24]1[CH:25]=[CH:26][CH:27]=[CH:28][CH:29]=1)([CH3:22])[CH2:6][C:8]1[CH:13]=[CH:12][C:11]([O:14][CH2:15][C:16]2[CH:17]=[CH:18][CH:19]=[CH:20][CH:21]=2)=[CH:10][CH:9]=1)[CH3:2]. The yield is 0.510. (7) The catalyst is ClCCl.CN(C)C1C=CN=CC=1. The yield is 0.0400. The reactants are [CH3:1][N:2]([CH3:28])[CH:3]1[CH2:7][CH2:6][N:5]([C@H:8]2[CH2:11][C@H:10]([O:12][C:13]3[CH:18]=[CH:17][C:16]([C:19]4[S:20][C:21]5[CH2:22][NH:23][CH2:24][CH2:25][C:26]=5[N:27]=4)=[CH:15][CH:14]=3)[CH2:9]2)[CH2:4]1.[C:29](OC(=O)C)(=[O:31])[CH3:30]. The product is [C:29]([N:23]1[CH2:24][CH2:25][C:26]2[N:27]=[C:19]([C:16]3[CH:17]=[CH:18][C:13]([O:12][C@H:10]4[CH2:9][C@H:8]([N:5]5[CH2:6][CH2:7][CH:3]([N:2]([CH3:28])[CH3:1])[CH2:4]5)[CH2:11]4)=[CH:14][CH:15]=3)[S:20][C:21]=2[CH2:22]1)(=[O:31])[CH3:30]. (8) The catalyst is C(O)(=O)C. The yield is 0.620. The product is [CH3:1][C:2]1[C:6]2[C:5](=[N:7][C:14]([OH:19])=[CH:15][C:16]=2[CH3:18])[N:4]([C:8]2[CH:13]=[CH:12][CH:11]=[CH:10][N:9]=2)[N:3]=1. The reactants are [CH3:1][C:2]1[CH:6]=[C:5]([NH2:7])[N:4]([C:8]2[CH:13]=[CH:12][CH:11]=[CH:10][N:9]=2)[N:3]=1.[C:14](OCC)(=[O:19])[CH2:15][C:16]([CH3:18])=O.C(OCC)(=O)C. (9) The reactants are [CH3:1][C:2]1[CH:13]=[C:12]([CH3:14])[CH:11]=[C:10]([CH:15]2[CH2:20][CH2:19][O:18][CH2:17][CH2:16]2)[C:3]=1[O:4][CH2:5][C:6](OC)=[O:7].O.[NH2:22][NH2:23]. The catalyst is CO. The product is [CH3:1][C:2]1[CH:13]=[C:12]([CH3:14])[CH:11]=[C:10]([CH:15]2[CH2:20][CH2:19][O:18][CH2:17][CH2:16]2)[C:3]=1[O:4][CH2:5][C:6]([NH:22][NH2:23])=[O:7]. The yield is 0.680.